Dataset: hERG potassium channel inhibition data for cardiac toxicity prediction from Karim et al.. Task: Regression/Classification. Given a drug SMILES string, predict its toxicity properties. Task type varies by dataset: regression for continuous values (e.g., LD50, hERG inhibition percentage) or binary classification for toxic/non-toxic outcomes (e.g., AMES mutagenicity, cardiotoxicity, hepatotoxicity). Dataset: herg_karim. (1) The drug is NCCc1c[nH]c(=S)n1[C@H]1COc2c(F)cc(F)cc2C1. The result is 0 (non-blocker). (2) The drug is CC(C)(NCc1cc([C@]2(C)CCSC(N)=N2)c(F)cc1F)C(F)(F)F. The result is 0 (non-blocker). (3) The compound is CN1C(=O)C=CC2(C)C3CCC4(C)C(O)C(=Cc5cnc(C6CC6)nc5)CC4C3CCC12. The result is 1 (blocker). (4) The molecule is C[C@@H]1Cn2ncc(-c3ccc(S(C)(=O)=O)cc3)c2CN1c1ccnc2[nH]ccc12. The result is 1 (blocker). (5) The molecule is Cc1cccc(Nc2nc(NC[C@H]3CCCN3)ncc2C(N)=O)c1. The result is 1 (blocker). (6) The molecule is COc1ccc([C@H]2CN(CCc3ccc(OC)c(OC)c3)C[C@@H]2CCc2nc3ccc(Cl)cc3[nH]2)cc1. The result is 1 (blocker). (7) The drug is Cc1noc(C)c1S(=O)(=O)NCCCN1CC2CN(CCOc3ccc(C#N)cc3)CC(C1)O2. The result is 0 (non-blocker).